Dataset: NCI-60 drug combinations with 297,098 pairs across 59 cell lines. Task: Regression. Given two drug SMILES strings and cell line genomic features, predict the synergy score measuring deviation from expected non-interaction effect. (1) Drug 1: C1=C(C(=O)NC(=O)N1)F. Drug 2: C(CN)CNCCSP(=O)(O)O. Cell line: SK-MEL-28. Synergy scores: CSS=27.1, Synergy_ZIP=-0.0483, Synergy_Bliss=0.241, Synergy_Loewe=-6.66, Synergy_HSA=1.54. (2) Drug 1: C1CN(CCN1C(=O)CCBr)C(=O)CCBr. Drug 2: CC(C)NC(=O)C1=CC=C(C=C1)CNNC.Cl. Cell line: MOLT-4. Synergy scores: CSS=70.0, Synergy_ZIP=0.748, Synergy_Bliss=2.57, Synergy_Loewe=-10.4, Synergy_HSA=2.53. (3) Drug 1: C1=NC2=C(N1)C(=S)N=C(N2)N. Drug 2: CC1C(C(CC(O1)OC2CC(CC3=C2C(=C4C(=C3O)C(=O)C5=C(C4=O)C(=CC=C5)OC)O)(C(=O)CO)O)N)O.Cl. Cell line: SNB-75. Synergy scores: CSS=59.8, Synergy_ZIP=-2.54, Synergy_Bliss=0.229, Synergy_Loewe=3.53, Synergy_HSA=4.71. (4) Drug 1: CC1CCC2CC(C(=CC=CC=CC(CC(C(=O)C(C(C(=CC(C(=O)CC(OC(=O)C3CCCCN3C(=O)C(=O)C1(O2)O)C(C)CC4CCC(C(C4)OC)O)C)C)O)OC)C)C)C)OC. Drug 2: C1=CN(C=N1)CC(O)(P(=O)(O)O)P(=O)(O)O. Cell line: SK-OV-3. Synergy scores: CSS=17.5, Synergy_ZIP=-4.94, Synergy_Bliss=-0.789, Synergy_Loewe=-12.9, Synergy_HSA=-0.474. (5) Drug 1: CCCCCOC(=O)NC1=NC(=O)N(C=C1F)C2C(C(C(O2)C)O)O. Drug 2: C1CN1C2=NC(=NC(=N2)N3CC3)N4CC4. Cell line: NCI-H460. Synergy scores: CSS=51.2, Synergy_ZIP=3.91, Synergy_Bliss=2.21, Synergy_Loewe=-26.7, Synergy_HSA=0.359. (6) Drug 1: C1=CN(C(=O)N=C1N)C2C(C(C(O2)CO)O)O.Cl. Drug 2: CNC(=O)C1=NC=CC(=C1)OC2=CC=C(C=C2)NC(=O)NC3=CC(=C(C=C3)Cl)C(F)(F)F. Cell line: RXF 393. Synergy scores: CSS=2.79, Synergy_ZIP=-0.621, Synergy_Bliss=-1.74, Synergy_Loewe=-18.6, Synergy_HSA=-2.17.